This data is from Experimentally validated miRNA-target interactions with 360,000+ pairs, plus equal number of negative samples. The task is: Binary Classification. Given a miRNA mature sequence and a target amino acid sequence, predict their likelihood of interaction. (1) The miRNA is hsa-miR-182-5p with sequence UUUGGCAAUGGUAGAACUCACACU. Result: 0 (no interaction). The protein sequence of the target gene is MLGFLSRGPSMKLCMGLACVLSLWNTVSGIKGEAKKEKGMTFLPTTVSGLREEERKEKGVAFLATTELPARSIDLSALNLTELVNGMLSRALKDSKKFFSLLSVTSYSSFAFHKFSVAVYNISNLKTVDPAKFPTRYCYCLNNRTNDLSDFTALLVDIIGNSTSYLTEIFKSTSILSVNQSNESDCIFICVMTGKSGRNLSDFWEIEEKYPIINYTFTSGLSGVLGAATRGTARTSKPTTKSQKTLPSTSPGHWTQSTPWASALRSSPWTETAAPSETEETLNTGRPPELPARATATWFS.... (2) The miRNA is mmu-miR-6393 with sequence CUGCCCACGAAGCACACUGAGU. The protein sequence of the target gene is MAPGQAPHQATPWRDAHPFFLLSPVMGLLSRAWSRLRGLGPLEPWLVEAVKGAALVEAGLEGEARTPLAIPHTPWGRRPEEEAEDSGGPGEDRETLGLKTSSSLPEAWGLLDDDDGMYGEREATSVPRGQGSQFADGQRAPLSPSLLIRTLQGSDKNPGEEKAEEEGVAEEEGVNKFSYPPSHRECCPAVEEEDDEEAVKKEAHRTSTSALSPGSKPSTWVSCPGEEENQATEDKRTERSKGARKTSVSPRSSGSDPRSWEYRSGEASEEKEEKAHKETGKGEAAPGPQSSAPAQRPQLK.... Result: 0 (no interaction).